This data is from Forward reaction prediction with 1.9M reactions from USPTO patents (1976-2016). The task is: Predict the product of the given reaction. (1) Given the reactants [O:1]1[C:5]([C:6]([OH:8])=O)=[CH:4][CH:3]=[N:2]1.[NH2:9][C:10]1[CH:18]=[CH:17][CH:16]=[C:15]2[C:11]=1[C:12]([C:23]([N:25]1[CH2:30][CH2:29][CH:28]([C:31]3[CH:32]=[C:33]([CH:42]=[CH:43][C:44]=3[F:45])[CH2:34][NH:35][C:36](=[O:41])[C:37]([F:40])([F:39])[F:38])[CH2:27][CH2:26]1)=[O:24])=[CH:13][N:14]2[CH2:19][CH2:20][O:21][CH3:22], predict the reaction product. The product is: [F:45][C:44]1[CH:43]=[CH:42][C:33]([CH2:34][NH:35][C:36](=[O:41])[C:37]([F:40])([F:39])[F:38])=[CH:32][C:31]=1[CH:28]1[CH2:27][CH2:26][N:25]([C:23]([C:12]2[C:11]3[C:15](=[CH:16][CH:17]=[CH:18][C:10]=3[NH:9][C:6]([C:5]3[O:1][N:2]=[CH:3][CH:4]=3)=[O:8])[N:14]([CH2:19][CH2:20][O:21][CH3:22])[CH:13]=2)=[O:24])[CH2:30][CH2:29]1. (2) Given the reactants [F:1][C:2]1[CH:3]=[C:4]([CH:26]=[C:27]([F:29])[CH:28]=1)[CH2:5][N:6]1[C:12]2[CH:13]=[CH:14][CH:15]=[CH:16][C:11]=2[S:10][CH2:9][C@H:8]([NH:17]C(=O)OC(C)(C)C)[C:7]1=[O:25].[ClH:30], predict the reaction product. The product is: [ClH:30].[NH2:17][C@@H:8]1[C:7](=[O:25])[N:6]([CH2:5][C:4]2[CH:3]=[C:2]([F:1])[CH:28]=[C:27]([F:29])[CH:26]=2)[C:12]2[CH:13]=[CH:14][CH:15]=[CH:16][C:11]=2[S:10][CH2:9]1. (3) Given the reactants [CH2:1]=[C:2]1[CH2:9][CH:8]2[CH:4]([CH2:5][N:6]([C:10]([O:12][C:13]([CH3:16])([CH3:15])[CH3:14])=[O:11])[CH2:7]2)[CH2:3]1.B.[OH:18]O, predict the reaction product. The product is: [OH:18][CH2:1][CH:2]1[CH2:9][CH:8]2[CH:4]([CH2:5][N:6]([C:10]([O:12][C:13]([CH3:16])([CH3:15])[CH3:14])=[O:11])[CH2:7]2)[CH2:3]1. (4) Given the reactants [F:1][C:2]1[CH:29]=[C:28]([F:30])[CH:27]=[CH:26][C:3]=1[O:4][C:5]1[CH:10]=[CH:9][C:8]([N+:11]([O-])=O)=[CH:7][C:6]=1[C:14]1[C:22]2[C:17](=[C:18]([O:23][CH3:24])[N:19]=[CH:20][CH:21]=2)[N:16]([CH3:25])[CH:15]=1.[H][H], predict the reaction product. The product is: [F:1][C:2]1[CH:29]=[C:28]([F:30])[CH:27]=[CH:26][C:3]=1[O:4][C:5]1[CH:10]=[CH:9][C:8]([NH2:11])=[CH:7][C:6]=1[C:14]1[C:22]2[C:17](=[C:18]([O:23][CH3:24])[N:19]=[CH:20][CH:21]=2)[N:16]([CH3:25])[CH:15]=1. (5) Given the reactants [F:1][C:2]1[CH:3]=[C:4]([CH:32]=[C:33]([F:35])[CH:34]=1)[CH2:5][C@H:6]([NH:24]C(=O)OC(C)(C)C)[C@H:7]([OH:23])[CH2:8][NH:9][CH:10]1[C:19]2[C:14](=[CH:15][CH:16]=[C:17]([CH2:20][CH3:21])[CH:18]=2)[N:13]([CH3:22])[CH2:12][CH2:11]1.Cl, predict the reaction product. The product is: [NH2:24][C@@H:6]([CH2:5][C:4]1[CH:3]=[C:2]([F:1])[CH:34]=[C:33]([F:35])[CH:32]=1)[C@H:7]([OH:23])[CH2:8][NH:9][CH:10]1[C:19]2[C:14](=[CH:15][CH:16]=[C:17]([CH2:20][CH3:21])[CH:18]=2)[N:13]([CH3:22])[CH2:12][CH2:11]1.